Dataset: Full USPTO retrosynthesis dataset with 1.9M reactions from patents (1976-2016). Task: Predict the reactants needed to synthesize the given product. Given the product [NH:43]1[C:47]2[CH:48]=[CH:49][C:50]([C:52]([N:54]3[C@@H:63]4[C@:58]([CH3:68])([C:59]5[CH:67]=[CH:66][CH:65]=[CH:64][C:60]=5[CH2:61][CH2:62]4)[CH2:57][CH2:56][CH2:55]3)=[O:53])=[CH:51][C:46]=2[N:45]=[CH:44]1, predict the reactants needed to synthesize it. The reactants are: N1C2C=CC(C(O)=O)=CC=2N=C1.C[C@@]12C3C=CC=CC=3CC[C@@H]1NCCC2.C[C@]12C3C=CC=CC=3CC[C@@H]1NCCC2.[NH:43]1[C:47]2[CH:48]=[CH:49][C:50]([C:52]([N:54]3[C@@H:63]4[C@@:58]([CH3:68])([C:59]5[CH:67]=[CH:66][CH:65]=[CH:64][C:60]=5[CH2:61][CH2:62]4)[CH2:57][CH2:56][CH2:55]3)=[O:53])=[CH:51][C:46]=2[N:45]=[CH:44]1.